This data is from Reaction yield outcomes from USPTO patents with 853,638 reactions. The task is: Predict the reaction yield, written as a fraction of the theoretical maximum amount of product (1.0 means a 100% yield; for example, 0.34 means a 34% yield). (1) The reactants are [NH:1]1[CH:6]=[CH:5][CH:4]=[CH:3][C:2]1=[O:7].[Li+].[CH3:9]C([N-]C(C)C)C.[C:16](=[O:18])=[O:17].Cl.[CH2:20]1[CH2:24]O[CH2:22][CH2:21]1. No catalyst specified. The product is [CH2:22]([N:1]1[CH:6]=[CH:5][C:4]([CH2:9][C:16]([OH:18])=[O:17])=[CH:3][C:2]1=[O:7])[CH2:21][CH2:20][CH3:24]. The yield is 0.660. (2) The reactants are [F:1][C:2]1[C:7]([F:8])=[CH:6][CH:5]=[CH:4][C:3]=1B(O)O.[OH:12]O. The catalyst is ClCCl. The product is [F:1][C:2]1[C:7]([F:8])=[CH:6][CH:5]=[CH:4][C:3]=1[OH:12]. The yield is 0.930. (3) The yield is 0.740. The reactants are [C:1]([O:5][C:6]([N:8]1[CH2:13][CH2:12][CH:11]([C:14]2[CH:19]=[CH:18][C:17]([NH2:20])=[CH:16][N:15]=2)[CH2:10][CH2:9]1)=[O:7])([CH3:4])([CH3:3])[CH3:2].[Br:21]N1C(=O)CCC1=O. The product is [C:1]([O:5][C:6]([N:8]1[CH2:9][CH2:10][CH:11]([C:14]2[CH:19]=[CH:18][C:17]([NH2:20])=[C:16]([Br:21])[N:15]=2)[CH2:12][CH2:13]1)=[O:7])([CH3:4])([CH3:2])[CH3:3]. The catalyst is C(Cl)Cl. (4) The reactants are [BH4-].[Li+].[CH2:3]([O:10][C:11]([N:13]1[C:21]2[C:16](=[CH:17][CH:18]=[CH:19][CH:20]=2)[CH2:15][CH:14]1[C:22](OC)=[O:23])=[O:12])[C:4]1[CH:9]=[CH:8][CH:7]=[CH:6][CH:5]=1. The catalyst is O1CCCC1. The product is [CH2:3]([O:10][C:11]([N:13]1[C:21]2[C:16](=[CH:17][CH:18]=[CH:19][CH:20]=2)[CH2:15][CH:14]1[CH2:22][OH:23])=[O:12])[C:4]1[CH:9]=[CH:8][CH:7]=[CH:6][CH:5]=1. The yield is 0.830. (5) The reactants are [Cl:1][C:2]1[CH:11]=[CH:10][C:9]2[CH:8]3[CH2:12][CH:13]=[CH:14][C:15](=[O:16])[N:7]3[CH2:6][CH2:5][C:4]=2[N:3]=1.CCOC(C)=O. The catalyst is C1(C)C=CC=CC=1.O.C1C=CC(P(C2C=CC=CC=2)C2C=CC=CC=2)=CC=1.C1C=CC(P(C2C=CC=CC=2)C2C=CC=CC=2)=CC=1.C1C=CC(P(C2C=CC=CC=2)C2C=CC=CC=2)=CC=1.C1C=CC(P(C2C=CC=CC=2)C2C=CC=CC=2)=CC=1.C1C=CC(P(C2C=CC=CC=2)C2C=CC=CC=2)=CC=1.C1C=CC(P(C2C=CC=CC=2)C2C=CC=CC=2)=CC=1.[Cu].[Cu].[Cu].[Cu].[Cu].[Cu]. The product is [Cl:1][C:2]1[CH:11]=[CH:10][C:9]2[CH:8]3[CH2:12][CH2:13][CH2:14][C:15](=[O:16])[N:7]3[CH2:6][CH2:5][C:4]=2[N:3]=1. The yield is 0.950. (6) The reactants are FC(F)(F)C(O)=O.[Cl:8][C:9]1[CH:10]=[C:11]([C:29]2[CH:34]=[CH:33][C:32]([F:35])=[CH:31][CH:30]=2)[CH:12]=[C:13]([Cl:28])[C:14]=1[CH2:15][C@@H:16]1[CH2:20][CH2:19][N:18]([CH:21]2[CH2:26][CH2:25][NH:24][CH2:23][CH2:22]2)[C:17]1=[O:27].Cl[C:37]([O:39][CH3:40])=[O:38].C(N(CC)CC)C. The catalyst is C(Cl)Cl. The product is [CH3:40][O:39][C:37]([N:24]1[CH2:25][CH2:26][CH:21]([N:18]2[CH2:19][CH2:20][C@@H:16]([CH2:15][C:14]3[C:13]([Cl:28])=[CH:12][C:11]([C:29]4[CH:30]=[CH:31][C:32]([F:35])=[CH:33][CH:34]=4)=[CH:10][C:9]=3[Cl:8])[C:17]2=[O:27])[CH2:22][CH2:23]1)=[O:38]. The yield is 0.740.